From a dataset of Peptide-MHC class I binding affinity with 185,985 pairs from IEDB/IMGT. Regression. Given a peptide amino acid sequence and an MHC pseudo amino acid sequence, predict their binding affinity value. This is MHC class I binding data. (1) The peptide sequence is SLNQTVHSL. The MHC is HLA-A02:01 with pseudo-sequence HLA-A02:01. The binding affinity (normalized) is 0.703. (2) The peptide sequence is GVEGIGLQY. The MHC is HLA-A80:01 with pseudo-sequence HLA-A80:01. The binding affinity (normalized) is 0.462.